Dataset: Reaction yield outcomes from USPTO patents with 853,638 reactions. Task: Predict the reaction yield, written as a fraction of the theoretical maximum amount of product (1.0 means a 100% yield; for example, 0.34 means a 34% yield). The yield is 0.240. The reactants are FC(F)(F)C(O)=O.[Cl:8][C:9]1[CH:14]=[C:13]2[NH:15][C:16](=[O:38])[C:17]3([CH:21]([C:22]4[CH:27]=[CH:26][CH:25]=[C:24]([Cl:28])[C:23]=4[F:29])[CH:20]([C:30](O)=[O:31])[NH:19][CH:18]3[CH2:33][C:34]([CH3:37])([CH3:36])[CH3:35])[C:12]2=[CH:11][CH:10]=1.C(N(C(C)C)CC)(C)C.C1(P(Cl)(C2C=CC=CC=2)=O)C=CC=CC=1.[NH2:63][C:64]1[C:73]([O:74][CH3:75])=[CH:72][C:67]([C:68]([O:70][CH3:71])=[O:69])=[C:66]([F:76])[CH:65]=1. No catalyst specified. The product is [CH3:71][O:70][C:68](=[O:69])[C:67]1[CH:72]=[C:73]([O:74][CH3:75])[C:64]([NH:63][C:30]([C@@H:20]2[NH:19][C@@H:18]([CH2:33][C:34]([CH3:37])([CH3:36])[CH3:35])[C@:17]3([C:12]4[C:13](=[CH:14][C:9]([Cl:8])=[CH:10][CH:11]=4)[NH:15][C:16]3=[O:38])[C@H:21]2[C:22]2[CH:27]=[CH:26][CH:25]=[C:24]([Cl:28])[C:23]=2[F:29])=[O:31])=[CH:65][C:66]=1[F:76].